Predict the reaction yield, written as a fraction of the theoretical maximum amount of product (1.0 means a 100% yield; for example, 0.34 means a 34% yield). From a dataset of Reaction yield outcomes from USPTO patents with 853,638 reactions. (1) The yield is 0.740. The catalyst is C(Cl)Cl. The product is [OH:41][C@H:39]1[CH2:40][N:36]([C:34](=[O:35])[C@@H:33]([NH:32][C:30](=[O:31])[O:29][C:25]([CH3:27])([CH3:28])[CH3:26])[C@H:45]([CH3:53])[CH2:46][CH:47]([CH3:52])[CH2:48][CH2:49][CH:50]=[CH2:51])[C@H:37]([C:42](=[O:44])[NH:55][C@:56]2([C:61](=[O:62])[NH:63][S:64]([C:67]3([CH3:70])[CH2:69][CH2:68]3)(=[O:66])=[O:65])[CH2:58][C@H:57]2[CH:59]=[CH2:60])[CH2:38]1. The reactants are CN(C(ON1N=NC2C=CC=NC1=2)=[N+](C)C)C.F[P-](F)(F)(F)(F)F.[C:25]([O:29][C:30]([NH:32][C@@H:33]([C@H:45]([CH3:53])[CH2:46][CH:47]([CH3:52])[CH2:48][CH2:49][CH:50]=[CH2:51])[C:34]([N:36]1[CH2:40][C@H:39]([OH:41])[CH2:38][C@H:37]1[C:42]([OH:44])=O)=[O:35])=[O:31])([CH3:28])([CH3:27])[CH3:26].Cl.[NH2:55][C@:56]1([C:61]([NH:63][S:64]([C:67]2([CH3:70])[CH2:69][CH2:68]2)(=[O:66])=[O:65])=[O:62])[CH2:58][C@H:57]1[CH:59]=[CH2:60].CCN(C(C)C)C(C)C. (2) The reactants are Cl[C:2]1[C:3]([CH:8]2[CH2:11][N:10]([C:12]([O:14][C:15]([CH3:18])([CH3:17])[CH3:16])=[O:13])[CH2:9]2)=[N:4][CH:5]=[CH:6][N:7]=1.[CH3:19][O:20][C:21]1[CH:26]=[CH:25][CH:24]=[CH:23][C:22]=1[OH:27].C([O-])([O-])=O.[Cs+].[Cs+]. The catalyst is CS(C)=O.O. The product is [C:15]([O:14][C:12]([N:10]1[CH2:11][CH:8]([C:3]2[C:2]([O:27][C:22]3[CH:23]=[CH:24][CH:25]=[CH:26][C:21]=3[O:20][CH3:19])=[N:7][CH:6]=[CH:5][N:4]=2)[CH2:9]1)=[O:13])([CH3:18])([CH3:17])[CH3:16]. The yield is 0.610. (3) The reactants are Cl.[CH3:2][C:3]1[CH:4]=[C:5]([S:9]([NH:12][C:13]2[C:14](=[O:28])[N:15]([CH2:20][C:21]([O:23]C(C)(C)C)=[O:22])[C:16]([CH3:19])=[CH:17][CH:18]=2)(=[O:11])=[O:10])[CH:6]=[CH:7][CH:8]=1. The catalyst is C(OCC)(=O)C. The product is [CH3:2][C:3]1[CH:4]=[C:5]([S:9]([NH:12][C:13]2[C:14](=[O:28])[N:15]([CH2:20][C:21]([OH:23])=[O:22])[C:16]([CH3:19])=[CH:17][CH:18]=2)(=[O:11])=[O:10])[CH:6]=[CH:7][CH:8]=1. The yield is 0.800. (4) The reactants are Cl.[NH2:2][CH2:3][C:4]([CH3:7])([SH:6])[CH3:5].CCN(CC)CC.[C:15]1(=[O:22])[O:21][C:19](=[O:20])[CH2:18][O:17][CH2:16]1. The catalyst is C(Cl)Cl. The product is [CH3:5][C:4]([SH:6])([CH3:7])[CH2:3][NH:2][C:19]([CH2:18][O:17][CH2:16][C:15]([OH:22])=[O:21])=[O:20]. The yield is 0.842. (5) The reactants are Br[C:2]1[CH:3]=[C:4]([NH:10][C:11]2[CH:16]=[CH:15][C:14]([O:17][CH:18]3[CH2:21][N:20]([CH3:22])[CH2:19]3)=[CH:13][N:12]=2)[C:5](=[O:9])[N:6]([CH3:8])[CH:7]=1.[C:23]([O:26][CH2:27][C:28]1[C:33]([N:34]2[CH2:46][CH2:45][N:37]3[C:38]4[CH2:39][CH2:40][CH2:41][CH2:42][C:43]=4[CH:44]=[C:36]3[C:35]2=[O:47])=[CH:32][C:31]([F:48])=[CH:30][C:29]=1B1OC(C)(C)C(C)(C)O1)(=[O:25])[CH3:24].[O-]P([O-])([O-])=O.[K+].[K+].[K+].CC([O-])=O.[Na+]. The catalyst is CC#N.O.C1C=CC(P(C2C=CC=CC=2)[C-]2C=CC=C2)=CC=1.C1C=CC(P(C2C=CC=CC=2)[C-]2C=CC=C2)=CC=1.Cl[Pd]Cl.[Fe+2]. The product is [C:23]([O:26][CH2:27][C:28]1[C:33]([N:34]2[CH2:46][CH2:45][N:37]3[C:38]4[CH2:39][CH2:40][CH2:41][CH2:42][C:43]=4[CH:44]=[C:36]3[C:35]2=[O:47])=[CH:32][C:31]([F:48])=[CH:30][C:29]=1[C:2]1[CH:3]=[C:4]([NH:10][C:11]2[CH:16]=[CH:15][C:14]([O:17][CH:18]3[CH2:21][N:20]([CH3:22])[CH2:19]3)=[CH:13][N:12]=2)[C:5](=[O:9])[N:6]([CH3:8])[CH:7]=1)(=[O:25])[CH3:24]. The yield is 0.700. (6) The reactants are [NH2:1][C:2]1[CH:7]=[CH:6][C:5]([N+:8]([O-:10])=[O:9])=[CH:4][N:3]=1.C[Si]([N-][Si](C)(C)C)(C)C.[Na+].[CH3:21][C:22]([O:25][C:26](O[C:26]([O:25][C:22]([CH3:24])([CH3:23])[CH3:21])=[O:27])=[O:27])([CH3:24])[CH3:23]. The catalyst is C1COCC1.CCOC(C)=O. The product is [C:22]([O:25][C:26]([NH:1][C:2]1[CH:7]=[CH:6][C:5]([N+:8]([O-:10])=[O:9])=[CH:4][N:3]=1)=[O:27])([CH3:24])([CH3:23])[CH3:21]. The yield is 0.700. (7) The reactants are [Br:1][C:2]1[CH:7]=[CH:6][C:5]([CH2:8][C:9]([OH:11])=O)=[C:4]([F:12])[CH:3]=1.[NH2:13][C:14]1[CH:19]=[CH:18][C:17]([CH2:20][C:21]([CH3:28])([CH3:27])[C:22]([O:24][CH2:25][CH3:26])=[O:23])=[C:16]([C:29]([F:32])([F:31])[F:30])[CH:15]=1.CN(C(ON1N=NC2C=CC=NC1=2)=[N+](C)C)C.F[P-](F)(F)(F)(F)F.CCN(CC)CC. The catalyst is C(Cl)Cl. The product is [Br:1][C:2]1[CH:7]=[CH:6][C:5]([CH2:8][C:9]([NH:13][C:14]2[CH:19]=[CH:18][C:17]([CH2:20][C:21]([CH3:27])([CH3:28])[C:22]([O:24][CH2:25][CH3:26])=[O:23])=[C:16]([C:29]([F:30])([F:31])[F:32])[CH:15]=2)=[O:11])=[C:4]([F:12])[CH:3]=1. The yield is 0.780. (8) The reactants are [OH:1][C:2]1[CH:10]=[CH:9][C:5]([C:6]([OH:8])=[O:7])=[CH:4][N:3]=1.Cl.C(=O)(O)[O-].[Na+].[CH2:17](O)[CH3:18]. No catalyst specified. The product is [CH2:17]([O:7][C:6]([C:5]1[CH:9]=[CH:10][C:2](=[O:1])[NH:3][CH:4]=1)=[O:8])[CH3:18]. The yield is 0.650. (9) The reactants are Cl.[NH2:2][OH:3].[OH-:4].[Na+].CO[C:8]1[CH:9]=[C:10]([CH:13]=[CH:14][CH:15]=1)[C:11]#[N:12].[CH2:16](O)C. No catalyst specified. The product is [OH:3][NH:2][C:11](=[NH:12])[C:10]1[CH:13]=[CH:14][CH:15]=[C:8]([O:4][CH3:16])[CH:9]=1. The yield is 0.520.